This data is from Forward reaction prediction with 1.9M reactions from USPTO patents (1976-2016). The task is: Predict the product of the given reaction. (1) Given the reactants [Br:1][C:2]1[C:3]([CH3:28])=[C:4]([C:15]([NH:18][S:19]([C:22]2[CH:27]=[CH:26][CH:25]=[CH:24][N:23]=2)(=[O:21])=[O:20])=[CH:16][CH:17]=1)[C:5]([O:7]CC1C=CC=CC=1)=[O:6], predict the reaction product. The product is: [Br:1][C:2]1[C:3]([CH3:28])=[C:4]([C:15]([NH:18][S:19]([C:22]2[CH:27]=[CH:26][CH:25]=[CH:24][N:23]=2)(=[O:21])=[O:20])=[CH:16][CH:17]=1)[C:5]([OH:7])=[O:6]. (2) Given the reactants C([O:8][C:9]1[CH:22]=[C:21]2[C:12]([C@@H:13]3[C@@:18]([CH3:23])([CH2:19][CH2:20]2)[CH:17]=[CH:16][C:15](=[O:24])[C@@H:14]3[CH3:25])=[CH:11][CH:10]=1)C1C=CC=CC=1.C(OC1C=C2C([C@@H]3[C@@](C)(CC2)C=CC(=O)[C@H]3C)=CC=1)C1C=CC=CC=1.C1COCC1, predict the reaction product. The product is: [OH:8][C:9]1[CH:22]=[C:21]2[C:12]([C@@H:13]3[C@@:18]([CH3:23])([CH2:19][CH2:20]2)[CH2:17][CH2:16][C:15](=[O:24])[C@H:14]3[CH3:25])=[CH:11][CH:10]=1. (3) Given the reactants Cl[C:2]1[N:11]=[CH:10][C:9]2[N:8]([CH2:12][C:13]3[CH:18]=[CH:17][C:16]([S:19]([CH3:22])(=[O:21])=[O:20])=[CH:15][CH:14]=3)[CH2:7][CH:6]3[CH2:23][O:24][CH2:25][CH2:26][N:5]3[C:4]=2[N:3]=1.CC1(C)C(C)(C)OB([C:35]2[CH:36]=[C:37]3[NH:43][CH:42]=[CH:41][C:38]3=[N:39][CH:40]=2)O1, predict the reaction product. The product is: [CH3:22][S:19]([C:16]1[CH:17]=[CH:18][C:13]([CH2:12][N:8]2[CH2:7][CH:6]3[CH2:23][O:24][CH2:25][CH2:26][N:5]3[C:4]3[N:3]=[C:2]([C:35]4[CH:36]=[C:37]5[NH:43][CH:42]=[CH:41][C:38]5=[N:39][CH:40]=4)[N:11]=[CH:10][C:9]2=3)=[CH:14][CH:15]=1)(=[O:21])=[O:20]. (4) Given the reactants [CH3:1][NH:2][C:3]([C@@H:5]1[C@@H:9]([O:10][Si](C(C)(C)C)(C)C)[C@@H:8]([O:18][Si](C(C)(C)C)(C)C)[C@H:7]([N:26]2[CH:34]=[N:33][C:32]3[C:27]2=[N:28][C:29]([Cl:37])=[N:30][C:31]=3[NH:35][CH3:36])[S:6]1)=[O:4].[F-].C([N+](CCCC)(CCCC)CCCC)CCC, predict the reaction product. The product is: [CH3:1][NH:2][C:3]([C@@H:5]1[C@@H:9]([OH:10])[C@@H:8]([OH:18])[C@H:7]([N:26]2[CH:34]=[N:33][C:32]3[C:27]2=[N:28][C:29]([Cl:37])=[N:30][C:31]=3[NH:35][CH3:36])[S:6]1)=[O:4]. (5) Given the reactants [NH2:1][CH:2]([C:11]1[C:16]([O:17][CH3:18])=[CH:15][CH:14]=[CH:13][C:12]=1[O:19][CH3:20])[CH2:3][CH:4]([CH3:10])[C:5]([O:7]CC)=O.[F:21][CH2:22][CH2:23][O:24][C:25]1[CH:32]=[CH:31][C:28]([CH:29]=O)=[CH:27][CH:26]=1, predict the reaction product. The product is: [CH3:18][O:17][C:16]1[CH:15]=[CH:14][CH:13]=[C:12]([O:19][CH3:20])[C:11]=1[CH:2]1[N:1]([CH2:29][C:28]2[CH:27]=[CH:26][C:25]([O:24][CH2:23][CH2:22][F:21])=[CH:32][CH:31]=2)[C:5](=[O:7])[CH:4]([CH3:10])[CH2:3]1. (6) The product is: [CH3:12][O:13][C:14]1[CH:19]=[CH:18][C:17]([C:2]2[CH:10]=[CH:9][C:5]([C:6]([OH:8])=[O:7])=[C:4]([CH3:11])[CH:3]=2)=[CH:16][CH:15]=1. Given the reactants Br[C:2]1[CH:10]=[CH:9][C:5]([C:6]([OH:8])=[O:7])=[C:4]([CH3:11])[CH:3]=1.[CH3:12][O:13][C:14]1[CH:19]=[CH:18][C:17](B(O)O)=[CH:16][CH:15]=1.C(=O)([O-])[O-].[Na+].[Na+].O, predict the reaction product. (7) Given the reactants [C:1]([C:5]1[CH:9]=[C:8]([NH:10][C:11]([NH:13][C:14]2[C:23]3[C:18](=[CH:19][CH:20]=[CH:21][CH:22]=3)[C:17]([O:24][CH2:25][C:26]3[CH:31]=[CH:30][N:29]=[C:28]([NH:32][C:33]4[CH:38]=[N:37][CH:36]=[C:35]([CH2:39][CH3:40])[N:34]=4)[CH:27]=3)=[CH:16][CH:15]=2)=[O:12])[N:7]([C:41]2[CH:46]=[CH:45][C:44]([CH3:47])=[CH:43][CH:42]=2)[N:6]=1)([CH3:4])([CH3:3])[CH3:2].[C:48]([OH:55])(=[O:54])/[CH:49]=[CH:50]\[C:51]([OH:53])=[O:52], predict the reaction product. The product is: [C:48]([OH:55])(=[O:54])/[CH:49]=[CH:50]\[C:51]([OH:53])=[O:52].[C:1]([C:5]1[CH:9]=[C:8]([NH:10][C:11]([NH:13][C:14]2[C:23]3[C:18](=[CH:19][CH:20]=[CH:21][CH:22]=3)[C:17]([O:24][CH2:25][C:26]3[CH:31]=[CH:30][N:29]=[C:28]([NH:32][C:33]4[CH:38]=[N:37][CH:36]=[C:35]([CH2:39][CH3:40])[N:34]=4)[CH:27]=3)=[CH:16][CH:15]=2)=[O:12])[N:7]([C:41]2[CH:42]=[CH:43][C:44]([CH3:47])=[CH:45][CH:46]=2)[N:6]=1)([CH3:4])([CH3:2])[CH3:3].